This data is from Reaction yield outcomes from USPTO patents with 853,638 reactions. The task is: Predict the reaction yield, written as a fraction of the theoretical maximum amount of product (1.0 means a 100% yield; for example, 0.34 means a 34% yield). (1) The reactants are [Br:1][C:2]1[CH:18]=[C:17](/[CH:19]=[CH:20]/[CH:21]([C:26]2[CH:31]=[C:30]([Cl:32])[C:29]([Cl:33])=[C:28]([Cl:34])[CH:27]=2)[C:22]([F:25])([F:24])[F:23])[CH:16]=[CH:15][C:3]=1[C:4]([NH:6][CH2:7][C:8]([O:10]C(C)(C)C)=[O:9])=[O:5].C(O)(C(F)(F)F)=O. The catalyst is C(Cl)Cl. The product is [Br:1][C:2]1[CH:18]=[C:17](/[CH:19]=[CH:20]/[CH:21]([C:26]2[CH:31]=[C:30]([Cl:32])[C:29]([Cl:33])=[C:28]([Cl:34])[CH:27]=2)[C:22]([F:24])([F:25])[F:23])[CH:16]=[CH:15][C:3]=1[C:4]([NH:6][CH2:7][C:8]([OH:10])=[O:9])=[O:5]. The yield is 0.780. (2) The reactants are P(Cl)(Cl)(Cl)=O.[NH:6]([C:8](=[S:10])[NH2:9])[NH2:7].[Cl:11][C:12]1[CH:13]=[C:14]([CH:18]=[CH:19][C:20]=1[O:21][CH:22]([CH3:24])[CH3:23])[C:15](Cl)=O. The catalyst is C(O)C. The product is [Cl:11][C:12]1[CH:13]=[C:14]([C:15]2[S:10][C:8]([NH2:9])=[N:6][N:7]=2)[CH:18]=[CH:19][C:20]=1[O:21][CH:22]([CH3:23])[CH3:24]. The yield is 0.456. (3) The reactants are [H-].[Na+].[N:3]1[CH:8]=[CH:7][CH:6]=[C:5]([CH2:9][OH:10])[CH:4]=1.Br[CH:12](C)[C:13](OC(C)(C)C)=O.[OH2:21].[CH2:22]1[CH2:26][O:25][CH2:24][CH2:23]1. No catalyst specified. The product is [N:3]1[CH:8]=[CH:7][CH:6]=[C:5]([CH2:9][O:10][CH2:22][C:26]([O:25][CH2:24][CH2:23][CH2:12][CH3:13])=[O:21])[CH:4]=1. The yield is 0.563. (4) The catalyst is C1(C)C=CC=CC=1. The yield is 0.720. The product is [Br:1][C:2]1[C:10]2[CH:9]=[N:8][C:7]([Cl:11])=[N:6][C:5]=2[N:4]([C@H:23]2[CH2:24][CH2:25][C@H:20]([O:19][Si:12]([C:15]([CH3:18])([CH3:17])[CH3:16])([CH3:13])[CH3:14])[CH2:21][CH2:22]2)[CH:3]=1. The reactants are [Br:1][C:2]1[C:10]2[CH:9]=[N:8][C:7]([Cl:11])=[N:6][C:5]=2[NH:4][CH:3]=1.[Si:12]([O:19][C@@H:20]1[CH2:25][CH2:24][C@H:23](O)[CH2:22][CH2:21]1)([C:15]([CH3:18])([CH3:17])[CH3:16])([CH3:14])[CH3:13].C(C=P(C)(C)C)#N.